This data is from Full USPTO retrosynthesis dataset with 1.9M reactions from patents (1976-2016). The task is: Predict the reactants needed to synthesize the given product. Given the product [S:17]1[CH:21]=[C:20]([CH2:22][CH2:23][N:13]([CH:10]2[CH2:9][CH2:8][C:7]3[C:12](=[C:3]([O:2][CH3:1])[CH:4]=[CH:5][CH:6]=3)[CH2:11]2)[CH2:14][CH2:15][CH3:16])[C:19]2[CH:26]=[CH:27][CH:28]=[CH:29][C:18]1=2, predict the reactants needed to synthesize it. The reactants are: [CH3:1][O:2][C:3]1[CH:4]=[CH:5][CH:6]=[C:7]2[C:12]=1[CH2:11][CH:10]([NH:13][CH2:14][CH2:15][CH3:16])[CH2:9][CH2:8]2.[S:17]1[CH:21]=[C:20]([CH2:22][C:23](O)=O)[C:19]2[CH:26]=[CH:27][CH:28]=[CH:29][C:18]1=2.